This data is from CYP1A2 inhibition data for predicting drug metabolism from PubChem BioAssay. The task is: Regression/Classification. Given a drug SMILES string, predict its absorption, distribution, metabolism, or excretion properties. Task type varies by dataset: regression for continuous measurements (e.g., permeability, clearance, half-life) or binary classification for categorical outcomes (e.g., BBB penetration, CYP inhibition). Dataset: cyp1a2_veith. (1) The molecule is COc1ncc2nc(-c3ccc(F)cc3)c(=O)n(C3CC3)c2n1. The result is 1 (inhibitor). (2) The molecule is CC(=O)Nc1ccc(OC[C@@H](O)CNC(C)C)cc1. The result is 0 (non-inhibitor). (3) The compound is CN(CCCCCCCCCCN(C)C(=O)Oc1ccccc1[N+](C)(C)C)C(=O)Oc1ccccc1[N+](C)(C)C. The result is 0 (non-inhibitor).